This data is from Forward reaction prediction with 1.9M reactions from USPTO patents (1976-2016). The task is: Predict the product of the given reaction. Given the reactants [CH3:1][C:2]1([CH3:16])[C:10]2[CH2:9][CH2:8][C:7](=O)[C:6](=O)[C:5]=2[C:4]([CH3:14])([CH3:13])[CH:3]1[CH3:15].CC1(C)C2CCCC(=O)C=2C(C)(C)C1C.[CH2:32]([NH2:35])[CH2:33][NH2:34].ClC1C(=O)C(C#N)=C(C#N)C(=O)C=1Cl, predict the reaction product. The product is: [CH3:1][C:2]1([CH3:16])[C:10]2[CH2:9][CH2:8][C:7]3[N:35]=[CH:32][CH:33]=[N:34][C:6]=3[C:5]=2[C:4]([CH3:14])([CH3:13])[CH:3]1[CH3:15].